Dataset: Blood-brain barrier permeability classification from the B3DB database. Task: Regression/Classification. Given a drug SMILES string, predict its absorption, distribution, metabolism, or excretion properties. Task type varies by dataset: regression for continuous measurements (e.g., permeability, clearance, half-life) or binary classification for categorical outcomes (e.g., BBB penetration, CYP inhibition). Dataset: b3db_classification. (1) The drug is O=C(c1ccc(F)cc1)C1CCN(CCn2c(=O)[nH]c3ccccc3c2=O)CC1. The result is 1 (penetrates BBB). (2) The molecule is CCCCC(=O)O[C@]1(C(=O)CO)CC[C@H]2[C@@H]3C[C@H](F)C4=CC(=O)C=C[C@]4(C)[C@H]3[C@@H](O)C[C@@]21C. The result is 1 (penetrates BBB). (3) The compound is CCCCCCCN(CC)CCCC(O)c1ccc(NS(C)(=O)=O)cc1. The result is 0 (does not penetrate BBB).